From a dataset of Forward reaction prediction with 1.9M reactions from USPTO patents (1976-2016). Predict the product of the given reaction. (1) Given the reactants Cl.[NH2:2][OH:3].C([O-])(O)=O.[Na+].[CH3:9][O:10][C:11]1[CH:12]=[C:13]([NH:17][S:18]([C:21]2[CH:22]=[C:23]([CH:27]=[CH:28][C:29](Cl)=[O:30])[CH:24]=[CH:25][CH:26]=2)(=[O:20])=[O:19])[CH:14]=[CH:15][CH:16]=1, predict the reaction product. The product is: [OH:3][NH:2][C:29](=[O:30])[CH:28]=[CH:27][C:23]1[CH:24]=[CH:25][CH:26]=[C:21]([S:18](=[O:20])(=[O:19])[NH:17][C:13]2[CH:14]=[CH:15][CH:16]=[C:11]([O:10][CH3:9])[CH:12]=2)[CH:22]=1. (2) Given the reactants [Mg:1].[P:2](=[O:6])([OH:5])([OH:4])[OH:3], predict the reaction product. The product is: [P:2]([O-:6])([O-:5])([O-:4])=[O:3].[Mg+2:1].[P:2]([O-:6])([O-:5])([O-:4])=[O:3].[Mg+2:1].[Mg+2:1]. (3) Given the reactants [Cl:1][C:2]1[CH:3]=[C:4]([C@H:9]2[C@H:13]([NH:14][CH2:15][CH3:16])[CH2:12][N:11]([C:17]([CH:19]3[CH2:24][CH2:23][N:22]([C:25]([C:27]4([CH3:30])[CH2:29][CH2:28]4)=[O:26])[CH2:21][CH2:20]3)=[O:18])[CH2:10]2)[CH:5]=[CH:6][C:7]=1[Cl:8].C(N(CC)C(C)C)(C)C.Cl[C:41]([O:43][C:44]1[CH:49]=[CH:48][C:47]([F:50])=[CH:46][CH:45]=1)=[O:42], predict the reaction product. The product is: [F:50][C:47]1[CH:48]=[CH:49][C:44]([O:43][C:41](=[O:42])[N:14]([C@H:13]2[C@H:9]([C:4]3[CH:5]=[CH:6][C:7]([Cl:8])=[C:2]([Cl:1])[CH:3]=3)[CH2:10][N:11]([C:17]([CH:19]3[CH2:24][CH2:23][N:22]([C:25]([C:27]4([CH3:30])[CH2:29][CH2:28]4)=[O:26])[CH2:21][CH2:20]3)=[O:18])[CH2:12]2)[CH2:15][CH3:16])=[CH:45][CH:46]=1.